From a dataset of Full USPTO retrosynthesis dataset with 1.9M reactions from patents (1976-2016). Predict the reactants needed to synthesize the given product. (1) Given the product [NH4+:1].[NH4+:8].[O-2:2].[O-2:6].[O-2:9].[O-2:2].[O-2:2].[O-2:2].[O-2:2].[U:5].[U:5], predict the reactants needed to synthesize it. The reactants are: [N+:1]([O-])([O-])=[O:2].[U+2:5](=O)=[O:6].[N+:8]([O-])([O-])=[O:9].N. (2) Given the product [OH:2][C@H:3]1[CH2:7][N:6]([C:28](=[O:29])[C@H:27]([N:31]2[CH2:39][C:38]3[C:33](=[CH:34][CH:35]=[CH:36][CH:37]=3)[C:32]2=[O:40])[CH:26]([CH3:41])[CH3:25])[C@H:5]([C:8]([NH:10][CH2:11][C:12]2[CH:17]=[CH:16][C:15]([C:18]3[S:22][CH:21]=[N:20][C:19]=3[CH3:23])=[CH:14][C:13]=2[OH:24])=[O:9])[CH2:4]1, predict the reactants needed to synthesize it. The reactants are: Cl.[OH:2][C@H:3]1[CH2:7][NH:6][C@H:5]([C:8]([NH:10][CH2:11][C:12]2[CH:17]=[CH:16][C:15]([C:18]3[S:22][CH:21]=[N:20][C:19]=3[CH3:23])=[CH:14][C:13]=2[OH:24])=[O:9])[CH2:4]1.[CH3:25][CH:26]([CH3:41])[C@@H:27]([N:31]1[CH2:39][C:38]2[C:33](=[CH:34][CH:35]=[CH:36][CH:37]=2)[C:32]1=[O:40])[C:28](O)=[O:29].CCN(C(C)C)C(C)C.CN(C(ON1N=NC2C=CC=NC1=2)=[N+](C)C)C.F[P-](F)(F)(F)(F)F. (3) Given the product [Cl:14][C:15]1[N:20]=[C:19]([Cl:21])[CH:18]=[C:17]([C:5]2[CH:6]=[CH:7][C:2]([F:1])=[CH:3][CH:4]=2)[N:16]=1, predict the reactants needed to synthesize it. The reactants are: [F:1][C:2]1[CH:7]=[CH:6][C:5](Br)=[CH:4][CH:3]=1.[Li]CCCC.[Cl:14][C:15]1[N:20]=[C:19]([Cl:21])[CH:18]=[CH:17][N:16]=1.C(O)(=O)C.O.C(C1C(=O)C(Cl)=C(Cl)C(=O)C=1C#N)#N.[OH-].[Na+]. (4) Given the product [Cl:27][C:26]1[C:21]([N:7]([CH2:6][C:5]2[CH:32]=[CH:33][C:2]([C:38]3[CH:39]=[N:40][C:35]([CH3:34])=[CH:36][CH:37]=3)=[CH:3][CH:4]=2)[S:8]([C:11]2[CH:12]=[CH:13][C:14]([C:15]([OH:17])=[O:16])=[CH:19][CH:20]=2)(=[O:10])=[O:9])=[N:22][CH:23]=[C:24]([C:28]([F:29])([F:31])[F:30])[CH:25]=1, predict the reactants needed to synthesize it. The reactants are: Br[C:2]1[CH:33]=[CH:32][C:5]([CH2:6][N:7]([C:21]2[C:26]([Cl:27])=[CH:25][C:24]([C:28]([F:31])([F:30])[F:29])=[CH:23][N:22]=2)[S:8]([C:11]2[CH:20]=[CH:19][C:14]([C:15]([O:17]C)=[O:16])=[CH:13][CH:12]=2)(=[O:10])=[O:9])=[CH:4][CH:3]=1.[CH3:34][C:35]1[N:40]=[CH:39][C:38](B(O)O)=[CH:37][CH:36]=1. (5) Given the product [CH2:1]([O:3][C:4]1[C:9]2[NH:10][C:11](=[O:13])[O:12][C:8]=2[CH:7]=[C:6]([CH:14]2[C:23]([C:24]3[CH:29]=[CH:28][CH:27]=[CH:26][CH:25]=3)=[C:22]([C:16]3[CH:21]=[CH:20][CH:19]=[CH:18][CH:17]=3)[NH:34][C:32](=[O:33])[NH:31]2)[CH:5]=1)[CH3:2], predict the reactants needed to synthesize it. The reactants are: [CH2:1]([O:3][C:4]1[C:9]2[NH:10][C:11](=[O:13])[O:12][C:8]=2[CH:7]=[C:6]([CH:14]=O)[CH:5]=1)[CH3:2].[C:16]1([C:22](=O)[CH2:23][C:24]2[CH:29]=[CH:28][CH:27]=[CH:26][CH:25]=2)[CH:21]=[CH:20][CH:19]=[CH:18][CH:17]=1.[NH2:31][C:32]([NH2:34])=[O:33].Cl.